Dataset: Catalyst prediction with 721,799 reactions and 888 catalyst types from USPTO. Task: Predict which catalyst facilitates the given reaction. (1) Reactant: Br[CH:2]([C:9]1[CH:14]=[CH:13][CH:12]=[CH:11][CH:10]=1)[C:3]1[CH:8]=[CH:7][CH:6]=[CH:5][CH:4]=1.[NH:15]1[CH2:20][CH2:19][CH:18]([CH2:21][OH:22])[CH2:17][CH2:16]1.C(=O)([O-])[O-].[K+].[K+]. Product: [CH:2]([N:15]1[CH2:20][CH2:19][CH:18]([CH2:21][OH:22])[CH2:17][CH2:16]1)([C:9]1[CH:14]=[CH:13][CH:12]=[CH:11][CH:10]=1)[C:3]1[CH:8]=[CH:7][CH:6]=[CH:5][CH:4]=1. The catalyst class is: 3. (2) Reactant: [Cl:1][C:2]1[CH:10]=[CH:9][C:8]2[C:4](=[CH:5][NH:6][N:7]=2)[C:3]=1[C:11]([O:13][CH3:14])=[O:12].F[B-](F)(F)F.[CH3:20][O+](C)C. Product: [Cl:1][C:2]1[CH:10]=[CH:9][C:8]2[C:4](=[CH:5][N:6]([CH3:20])[N:7]=2)[C:3]=1[C:11]([O:13][CH3:14])=[O:12]. The catalyst class is: 84. (3) Reactant: FC(F)(F)C([NH:5][C@H:6]([CH3:32])[CH2:7][C:8]1[CH:13]=[CH:12][C:11]([S:14]([C:17]2[CH:31]=[CH:30][C:20]([O:21][CH2:22][C:23]([O:25][C:26](C)(C)[CH3:27])=[O:24])=[CH:19][CH:18]=2)(=[O:16])=[O:15])=[CH:10][CH:9]=1)=O.CO.C(=O)([O-])[O-].[K+].[K+].[OH-].[Na+]. Product: [NH2:5][C@H:6]([CH3:32])[CH2:7][C:8]1[CH:13]=[CH:12][C:11]([S:14]([C:17]2[CH:31]=[CH:30][C:20]([O:21][CH2:22][C:23]([O:25][CH2:26][CH3:27])=[O:24])=[CH:19][CH:18]=2)(=[O:16])=[O:15])=[CH:10][CH:9]=1. The catalyst class is: 6.